Dataset: Experimentally validated miRNA-target interactions with 360,000+ pairs, plus equal number of negative samples. Task: Binary Classification. Given a miRNA mature sequence and a target amino acid sequence, predict their likelihood of interaction. (1) The miRNA is hsa-miR-3927-5p with sequence GCCUAUCACAUAUCUGCCUGU. The protein sequence of the target gene is MTLNTQQEAKTTLRRRASTPLPLSSRGHQPGRLCTAPSAPSQHPRLGQSVSLNPPVRKPSPAQDGWSSESSDSEGSWEALYRVVLLGDPGVGKTSLASLFAEKQDRDPHEQLGGVYERTLSVDGEDTTLVVMDTWEAEKLDESWCQESCLQAGSAYVIVYSIADRSSFESASELRIQLRRTHQANHVPIILVGNKADLARCREVSVEEGRACAVVFDCKFIETSATLQHNVTELFEGVVRQLRLRRQDNAAPETPSPRRRASLGQRARRFLARLTARSARRRALKARSKSCHNLAVL. Result: 0 (no interaction). (2) The miRNA is hsa-miR-636 with sequence UGUGCUUGCUCGUCCCGCCCGCA. The protein sequence of the target gene is MGCCGCSGGCGSSCGGCDSSCGSCGSGCRGCGPSCCAPVYCCKPVCCCVPACSCSSCGKRGCGSCGGSKGGCGSCGCSQCSCCKPCCCSSGCGSSCCQCSCCKPYCSQCSCCKPCCSSSGRGSSCCQSSCCKPCCSSSGCGSSCCQSSCCKPCCSQSRCCVPVCYQCKI. Result: 0 (no interaction). (3) The miRNA is hsa-miR-378a-5p with sequence CUCCUGACUCCAGGUCCUGUGU. The protein sequence of the target gene is MAEAVERTDELVREYLLFRGFTHTLRQLDAEIKADKEKGFRVDKIVDQLQQLMQVYDLAALRDYWSYLERRLFSRLEDIYRPTIHKLKTSLFRFYLVYTIQTNRNDKAQEFFAKQATELQNQAEWKDWFVLPFLPSPDTNPTFATYFSRQWADTFIVSLHNFLSVLFQCMPVPVILNFDAECQRTNQVQEENEVLRQKLFALQAEIHRLKKEEQQPEEEEALVQHKLPPYVSNMDRLGDSELAMVCSQRNASLSQSPRVGFLSSLLPQSKKSPSRLSPAQGPPQPQSSAKKESFGGQGTK.... Result: 1 (interaction). (4) The miRNA is hsa-miR-583 with sequence CAAAGAGGAAGGUCCCAUUAC. The protein sequence of the target gene is MATGTPDSQARFGQSVKGLLTEKVNTCGTDVIALTKQVLKGSRSSELLGQAARNMVLQEDAILHSEDSLRKMAIITTHLQYQQEAIQKNVEQSPDLQDQLSHLLK. Result: 0 (no interaction). (5) The miRNA is hsa-miR-30d-5p with sequence UGUAAACAUCCCCGACUGGAAG. The protein sequence of the target gene is MSLLDGLASSPRAPLQSSKARMKKLPKKSQNEKYRLKYLRLRKAAKATVFENAAICDEIARLEEKFLKAKEERRYLLKKLLQLQALTEGEVQAAAPSHSSSLPLTYGVASSVGTIQGAGPISGPSTGAEEPFGKKTKKEKKEKGKENNKLEVLKKTCKKKKMAGGARKLVQPIALDPSGRPVFPIGLGGLTVYSLGEIITDRPGFHDESAIYPVGYCSTRIYASMKCPDQKCLYTCQIKDGGVQPQFEIVPEDDPQNAIVSSSADACHAELLRTISTTMGKLMPNLLPAGADFFGFSHPA.... Result: 0 (no interaction). (6) Result: 0 (no interaction). The protein sequence of the target gene is MFSRNHRSRVTVARGSALEMEFKRGRFRLSLFSDLPEDTELQRKLDHEIRMREGACKLLAACSQREQALEATKSLLVCNSRILSYMGELQRRKEAQVLGKTSRRPSDSGPPAERSPCRGRVCISDLRIPLMWKDTEYFKNKGDLHRWAVFLLLQLGEHIQDTEMILVDRTLTDISFQSNVLFAEAGPDFELRLELYGACVEEEGALTGGPKRLATKLSSSLGRSSGRRVRASLDSAGGSGSSPILLPTPVVGGPRYHLLAHTTLTLAAVQDGFRTHDLTLASHEENPAWLPLYGSVCCRL.... The miRNA is hsa-miR-6771-3p with sequence CAAACCCCUGUCUACCCGCAG. (7) Result: 1 (interaction). The protein sequence of the target gene is MDTESTYSGYSYYSSHSKKSHRQGERTRERHKSPRNKDGRGSEKSVTIQPPTGEPLLGNDSTRTEEVQDDNWGETTTAITGTSEHSISQEDIARISKDMEDSVGLDCKRYLGLTVASFLGLLVFLTPIAFILLPPILWRDELEPCGTICEGLFISMAFKLLILLIGTWALFFRKRRADMPRVFVFRALLLVLIFLFVVSYWLFYGVRILDSRDRNYQGIVQYAVSLVDALLFIHYLAIVLLELRQLQPMFTLQVVRSTDGESRFYSLGHLSIQRAALVVLENYYKDFTIYNPNLLTASKF.... The miRNA is hsa-miR-8064 with sequence AGCACACUGAGCGAGCGGAC.